Regression. Given two drug SMILES strings and cell line genomic features, predict the synergy score measuring deviation from expected non-interaction effect. From a dataset of NCI-60 drug combinations with 297,098 pairs across 59 cell lines. (1) Drug 1: CC1C(C(CC(O1)OC2CC(OC(C2O)C)OC3=CC4=CC5=C(C(=O)C(C(C5)C(C(=O)C(C(C)O)O)OC)OC6CC(C(C(O6)C)O)OC7CC(C(C(O7)C)O)OC8CC(C(C(O8)C)O)(C)O)C(=C4C(=C3C)O)O)O)O. Drug 2: C1=CC=C(C(=C1)C(C2=CC=C(C=C2)Cl)C(Cl)Cl)Cl. Cell line: SK-MEL-28. Synergy scores: CSS=65.4, Synergy_ZIP=2.47, Synergy_Bliss=4.33, Synergy_Loewe=-31.7, Synergy_HSA=0.757. (2) Drug 1: C(CC(=O)O)C(=O)CN.Cl. Drug 2: C(CCl)NC(=O)N(CCCl)N=O. Cell line: MDA-MB-435. Synergy scores: CSS=4.95, Synergy_ZIP=-3.88, Synergy_Bliss=-5.11, Synergy_Loewe=-5.57, Synergy_HSA=-3.63. (3) Cell line: HOP-92. Drug 2: CC1=C(C(=CC=C1)Cl)NC(=O)C2=CN=C(S2)NC3=CC(=NC(=N3)C)N4CCN(CC4)CCO. Synergy scores: CSS=33.0, Synergy_ZIP=-6.02, Synergy_Bliss=1.28, Synergy_Loewe=-13.9, Synergy_HSA=2.36. Drug 1: C1=CC(=CC=C1CC(C(=O)O)N)N(CCCl)CCCl.Cl. (4) Drug 2: CN(CCCl)CCCl.Cl. Synergy scores: CSS=53.1, Synergy_ZIP=-6.14, Synergy_Bliss=-4.70, Synergy_Loewe=-5.48, Synergy_HSA=-1.54. Drug 1: CC1OCC2C(O1)C(C(C(O2)OC3C4COC(=O)C4C(C5=CC6=C(C=C35)OCO6)C7=CC(=C(C(=C7)OC)O)OC)O)O. Cell line: U251. (5) Drug 1: COC1=C(C=C2C(=C1)N=CN=C2NC3=CC(=C(C=C3)F)Cl)OCCCN4CCOCC4. Drug 2: C1=CC(=CC=C1C#N)C(C2=CC=C(C=C2)C#N)N3C=NC=N3. Cell line: A549. Synergy scores: CSS=26.5, Synergy_ZIP=1.02, Synergy_Bliss=-0.320, Synergy_Loewe=-5.46, Synergy_HSA=0.249. (6) Drug 1: C1=CC=C(C=C1)NC(=O)CCCCCCC(=O)NO. Drug 2: C(CN)CNCCSP(=O)(O)O. Cell line: OVCAR-5. Synergy scores: CSS=16.3, Synergy_ZIP=-1.42, Synergy_Bliss=4.72, Synergy_Loewe=-12.7, Synergy_HSA=1.71.